From a dataset of Full USPTO retrosynthesis dataset with 1.9M reactions from patents (1976-2016). Predict the reactants needed to synthesize the given product. (1) The reactants are: [CH3:1][O:2][C:3]1[CH:4]=[CH:5][C:6]([C:15]([OH:17])=O)=[C:7]2[C:11]=1[O:10][C:9]([CH2:12][O:13][CH3:14])=[CH:8]2.[CH3:18][N:19]1[C:23]([NH2:24])=[C:22]([CH3:25])[CH:21]=[N:20]1. Given the product [CH3:18][N:19]1[C:23]([NH:24][C:15]([C:6]2[CH:5]=[CH:4][C:3]([O:2][CH3:1])=[C:11]3[O:10][C:9]([CH2:12][O:13][CH3:14])=[CH:8][C:7]=23)=[O:17])=[C:22]([CH3:25])[CH:21]=[N:20]1, predict the reactants needed to synthesize it. (2) Given the product [Cl:1][C:2]1[CH:3]=[C:4]([CH2:16][NH:17][C:18]([C:20]2[CH:25]=[CH:24][CH:23]=[C:22]([C:26]([NH:28][CH2:29][C:30]3[C:31]([NH:43][CH:44]4[CH2:49][CH2:48][O:47][CH2:46][CH2:45]4)=[C:32]4[CH:40]=[N:39][N:38]([CH2:41][CH3:42])[C:33]4=[N:34][C:35]=3[CH2:36][CH3:37])=[O:27])[CH:21]=2)=[O:19])[CH:5]=[C:6]([C:8]2[CH:13]=[CH:12][CH:11]=[C:10]([CH2:14][N:50]3[CH2:55][CH2:54][NH:53][CH2:52][CH2:51]3)[CH:9]=2)[CH:7]=1.[C:82]([OH:84])([C:81]([F:86])([F:85])[F:80])=[O:83], predict the reactants needed to synthesize it. The reactants are: [Cl:1][C:2]1[CH:3]=[C:4]([CH2:16][NH:17][C:18]([C:20]2[CH:25]=[CH:24][CH:23]=[C:22]([C:26]([NH:28][CH2:29][C:30]3[C:31]([NH:43][CH:44]4[CH2:49][CH2:48][O:47][CH2:46][CH2:45]4)=[C:32]4[CH:40]=[N:39][N:38]([CH2:41][CH3:42])[C:33]4=[N:34][C:35]=3[CH2:36][CH3:37])=[O:27])[CH:21]=2)=[O:19])[CH:5]=[C:6]([C:8]2[CH:13]=[CH:12][CH:11]=[C:10]([CH:14]=O)[CH:9]=2)[CH:7]=1.[N:50]1(C(OC(C)(C)C)=O)[CH2:55][CH2:54][NH:53][CH2:52][CH2:51]1.C(O)(=O)C.C(O[BH-](OC(=O)C)OC(=O)C)(=O)C.[F:80][C:81]([F:86])([F:85])[C:82]([OH:84])=[O:83]. (3) The reactants are: [O:1]1[C:5]2([CH2:10][CH2:9][CH:8]([C:11]#[N:12])[CH2:7][CH2:6]2)[O:4][CH2:3][CH2:2]1.Br[CH2:14][CH:15]1[CH2:17][CH2:16]1.C[Si]([N-][Si](C)(C)C)(C)C.[K+]. Given the product [CH:15]1([CH2:14][C:8]2([C:11]#[N:12])[CH2:9][CH2:10][C:5]3([O:4][CH2:3][CH2:2][O:1]3)[CH2:6][CH2:7]2)[CH2:17][CH2:16]1, predict the reactants needed to synthesize it. (4) The reactants are: [NH2:1][CH2:2][CH2:3][SH:4].[C:5]1([C:11]([C:19]2[CH:24]=[CH:23][CH:22]=[CH:21][CH:20]=2)([C:13]2[CH:18]=[CH:17][CH:16]=[CH:15][CH:14]=2)O)[CH:10]=[CH:9][CH:8]=[CH:7][CH:6]=1. Given the product [C:11]([S:4][CH2:3][CH2:2][NH2:1])([C:5]1[CH:10]=[CH:9][CH:8]=[CH:7][CH:6]=1)([C:19]1[CH:20]=[CH:21][CH:22]=[CH:23][CH:24]=1)[C:13]1[CH:14]=[CH:15][CH:16]=[CH:17][CH:18]=1, predict the reactants needed to synthesize it. (5) Given the product [Cl:69][C:67]1[CH:66]=[CH:65][C:64]([OH:70])=[C:63]([C:58]2[C:57]([C:56]#[C:55][C:52]3[CH:51]=[CH:50][C:49]([NH:48][C:47]([CH:42]4[CH2:43][O:44][CH2:45][CH2:46][NH:41]4)=[O:71])=[CH:54][CH:53]=3)=[CH:61][N:60]([CH3:62])[N:59]=2)[CH:68]=1, predict the reactants needed to synthesize it. The reactants are: ClC1C=CC(O)=C(C2C(C#CC3C=CC(NC([C@H]4CCCCN4)=O)=CC=3)=CN(CCO)N=2)C=1.C(OC([N:41]1[CH2:46][CH2:45][O:44][CH2:43][CH:42]1[C:47](=[O:71])[NH:48][C:49]1[CH:54]=[CH:53][C:52]([C:55]#[C:56][C:57]2[C:58]([C:63]3[CH:68]=[C:67]([Cl:69])[CH:66]=[CH:65][C:64]=3[OH:70])=[N:59][N:60]([CH3:62])[CH:61]=2)=[CH:51][CH:50]=1)=O)(C)(C)C.C(O)(C(F)(F)F)=O. (6) Given the product [Br:31][C:32]1[CH:37]=[C:36]([C:38]([CH3:43])([CH3:44])[C:39]([F:40])([F:41])[F:42])[N:35]=[CH:34][C:33]=1[NH:45][C:27](=[O:28])[CH2:26][C:23]1[CH:24]=[CH:25][C:20]([C:5]2[CH:6]=[N:7][C:8]([O:10][CH2:11][C:12]3[CH:17]=[CH:16][C:15]([O:18][CH3:19])=[CH:14][CH:13]=3)=[CH:9][C:4]=2[O:3][CH2:1][CH3:2])=[CH:21][C:22]=1[F:30], predict the reactants needed to synthesize it. The reactants are: [CH2:1]([O:3][C:4]1[CH:9]=[C:8]([O:10][CH2:11][C:12]2[CH:17]=[CH:16][C:15]([O:18][CH3:19])=[CH:14][CH:13]=2)[N:7]=[CH:6][C:5]=1[C:20]1[CH:25]=[CH:24][C:23]([CH2:26][C:27](O)=[O:28])=[C:22]([F:30])[CH:21]=1)[CH3:2].[Br:31][C:32]1[CH:37]=[C:36]([C:38]([CH3:44])([CH3:43])[C:39]([F:42])([F:41])[F:40])[N:35]=[CH:34][C:33]=1[NH2:45].C(P1(=O)OP(CCC)(=O)OP(CCC)(=O)O1)CC.CC(=O)OCC. (7) Given the product [NH2:18][C:12]1[CH:11]=[C:10]2[C:15]([CH2:16][CH2:17][N:8]([C:1]([O:3][C:4]([CH3:7])([CH3:6])[CH3:5])=[O:2])[CH2:9]2)=[CH:14][CH:13]=1, predict the reactants needed to synthesize it. The reactants are: [C:1]([N:8]1[CH2:17][CH2:16][C:15]2[C:10](=[CH:11][C:12]([N+:18]([O-])=O)=[CH:13][CH:14]=2)[CH2:9]1)([O:3][C:4]([CH3:7])([CH3:6])[CH3:5])=[O:2]. (8) Given the product [Cl:12][CH2:13][C:14]1[NH:15][C:1](=[O:10])[C:2]2[C:3](=[CH:5][CH:6]=[CH:7][CH:8]=2)[N:4]=1, predict the reactants needed to synthesize it. The reactants are: [C:1]([O:10]C)(=O)[C:2]1[C:3](=[CH:5][CH:6]=[CH:7][CH:8]=1)[NH2:4].[Cl:12][CH2:13][C:14]#[N:15].Cl.C([O-])(O)=O.[Na+].